From a dataset of Retrosynthesis with 50K atom-mapped reactions and 10 reaction types from USPTO. Predict the reactants needed to synthesize the given product. (1) Given the product Cc1oc(-c2ccc(-c3ccc(S(C)(=O)=O)cc3)cc2)nc1CCCOS(C)(=O)=O, predict the reactants needed to synthesize it. The reactants are: CS(=O)(=O)Cl.Cc1oc(-c2ccc(-c3ccc(S(C)(=O)=O)cc3)cc2)nc1CCCO. (2) Given the product Fc1cc(-c2ccc3ccccc3c2)ccn1, predict the reactants needed to synthesize it. The reactants are: Fc1cc(I)ccn1.OB(O)c1ccc2ccccc2c1. (3) Given the product CCc1ncnc(NC(C)c2ccc3ccccc3c2)c1SC, predict the reactants needed to synthesize it. The reactants are: CCc1ncnc(NC(C)c2ccc3ccccc3c2)c1Br.C[S-]. (4) Given the product CCc1nc2ccccc2n1-c1nc(N2CCOCC2)c2nc(C(=O)N3CCN(C(C)(C)C)CC3)n(C)c2n1, predict the reactants needed to synthesize it. The reactants are: CC(C)(C)N1CCNCC1.CCc1nc2ccccc2n1-c1nc(N2CCOCC2)c2nc(C(=O)O)n(C)c2n1.